Dataset: Catalyst prediction with 721,799 reactions and 888 catalyst types from USPTO. Task: Predict which catalyst facilitates the given reaction. (1) Reactant: [Cl:1][C:2]1[CH:10]=[CH:9][CH:8]=[C:7]([F:11])[C:3]=1[C:4]([OH:6])=O.C1N=CN(C(N2C=NC=C2)=O)C=1.[CH2:24]([N:28]1[C:36]2[N:35]=[C:34]([Cl:37])[NH:33][C:32]=2[C:31](=[O:38])[N:30]([CH2:39][CH2:40][CH2:41][CH2:42]/[C:43](=[N:46]/[H])/[NH:44]O)[C:29]1=[O:48])[CH2:25][CH2:26][CH3:27]. Product: [CH2:24]([N:28]1[C:36]2[N:35]=[C:34]([Cl:37])[NH:33][C:32]=2[C:31](=[O:38])[N:30]([CH2:39][CH2:40][CH2:41][CH2:42][C:43]2[N:44]=[C:4]([C:3]3[C:7]([F:11])=[CH:8][CH:9]=[CH:10][C:2]=3[Cl:1])[O:6][N:46]=2)[C:29]1=[O:48])[CH2:25][CH2:26][CH3:27]. The catalyst class is: 16. (2) Reactant: [C:1]1([Li])[CH:6]=[CH:5][CH:4]=[CH:3][CH:2]=1.[CH:8]([C:11]1[CH:16]=[CH:15][CH:14]=[C:13]([CH:17]([CH3:19])[CH3:18])[C:12]=1/[N:20]=[CH:21]/[C:22]1[CH:31]=[CH:30][C:29]2[C:24](=[C:25]([NH:32][C:33]3[C:38]([CH3:39])=[CH:37][CH:36]=[CH:35][C:34]=3[CH3:40])[CH:26]=[CH:27][CH:28]=2)[N:23]=1)([CH3:10])[CH3:9]. Product: [CH:8]([C:11]1[CH:16]=[CH:15][CH:14]=[C:13]([CH:17]([CH3:19])[CH3:18])[C:12]=1[NH:20][CH:21]([C:1]1[CH:6]=[CH:5][CH:4]=[CH:3][CH:2]=1)[C:22]1[CH:31]=[CH:30][C:29]2[C:24](=[C:25]([NH:32][C:33]3[C:38]([CH3:39])=[CH:37][CH:36]=[CH:35][C:34]=3[CH3:40])[CH:26]=[CH:27][CH:28]=2)[N:23]=1)([CH3:10])[CH3:9]. The catalyst class is: 1. (3) Product: [CH:1]([C@@H:4]1[CH2:9][CH2:8][C@H:7]([O:10][C:11]2[CH:12]=[C:13]3[C:18](=[CH:19][CH:20]=2)[CH:17]=[C:16]([CH2:21][N:24]2[CH2:25][CH:26]([CH:28]4[CH2:33][CH2:32][CH2:31][CH:30]([C:34]([O:36][CH3:38])=[O:35])[CH2:29]4)[CH2:27]2)[CH:15]=[CH:14]3)[CH2:6][CH2:5]1)([CH3:3])[CH3:2]. The catalyst class is: 5. Reactant: [CH:1]([C@@H:4]1[CH2:9][CH2:8][C@H:7]([O:10][C:11]2[CH:12]=[C:13]3[C:18](=[CH:19][CH:20]=2)[CH:17]=[C:16]([CH:21]=O)[CH:15]=[CH:14]3)[CH2:6][CH2:5]1)([CH3:3])[CH3:2].Cl.[NH:24]1[CH2:27][CH:26]([CH:28]2[CH2:33][CH2:32][CH2:31][CH:30]([C:34]([OH:36])=[O:35])[CH2:29]2)[CH2:25]1.[BH3-][C:38]#N.[Na+]. (4) Product: [Br:12][C:13]1[CH:18]=[CH:17][CH:16]=[CH:15][C:14]=1[O:19][C:2]1[CH:11]=[CH:10][C:5]([C:6]([O:8][CH3:9])=[O:7])=[CH:4][CH:3]=1. The catalyst class is: 6. Reactant: F[C:2]1[CH:11]=[CH:10][C:5]([C:6]([O:8][CH3:9])=[O:7])=[CH:4][CH:3]=1.[Br:12][C:13]1[CH:18]=[CH:17][CH:16]=[CH:15][C:14]=1[OH:19].C([O-])([O-])=O.[Cs+].[Cs+].CS(C)=O. (5) Reactant: CN(C)[S:3]([C:6]1[C:7](Cl)=[N:8][CH:9]=CC=1)(=O)=O.[CH2:14]1[C:19]([C:20]([OH:22])=[O:21])=[CH:18][CH2:17][NH:16][CH2:15]1.[Na].C(O)(C(F)(F)F)=O. Product: [S:3]1[CH:6]=[CH:7][N:8]=[C:9]1[N:16]1[CH2:15][CH:14]=[C:19]([C:20]([OH:22])=[O:21])[CH2:18][CH2:17]1. The catalyst class is: 20. (6) Reactant: [NH2:1][C:2]1[N:7]=[C:6]([NH:8][CH2:9][CH2:10][CH2:11][NH:12]C(=O)OC(C)(C)C)[CH:5]=[CH:4][C:3]=1[N+:20]([O-:22])=[O:21].[ClH:23]. Product: [ClH:23].[ClH:23].[NH2:12][CH2:11][CH2:10][CH2:9][NH:8][C:6]1[N:7]=[C:2]([NH2:1])[C:3]([N+:20]([O-:22])=[O:21])=[CH:4][CH:5]=1. The catalyst class is: 269. (7) Reactant: [Cl:1][C:2]1[CH:7]=[CH:6][C:5]([C:8]2[N:12]([CH:13]3[CH2:15][CH2:14]3)[C:11](=[O:16])[N:10]([CH2:17][C:18](O)=[O:19])[N:9]=2)=[CH:4][CH:3]=1.[C:21]1([C:27]([NH2:30])([CH3:29])[CH3:28])[CH:26]=[CH:25][CH:24]=[CH:23][CH:22]=1.C1C=CC2N(O)N=NC=2C=1.CCN=C=NCCCN(C)C.Cl. Product: [Cl:1][C:2]1[CH:3]=[CH:4][C:5]([C:8]2[N:12]([CH:13]3[CH2:15][CH2:14]3)[C:11](=[O:16])[N:10]([CH2:17][C:18]([NH:30][C:27]([CH3:29])([C:21]3[CH:26]=[CH:25][CH:24]=[CH:23][CH:22]=3)[CH3:28])=[O:19])[N:9]=2)=[CH:6][CH:7]=1. The catalyst class is: 9. (8) Reactant: [Cl:1][C:2]1[C:11]([CH2:12][C:13]#[N:14])=[CH:10][CH:9]=[CH:8][C:3]=1[C:4]([O:6][CH3:7])=[O:5].[H-].[Na+].Br[CH2:18][CH2:19]Br. Product: [Cl:1][C:2]1[C:11]([C:12]2([C:13]#[N:14])[CH2:19][CH2:18]2)=[CH:10][CH:9]=[CH:8][C:3]=1[C:4]([O:6][CH3:7])=[O:5]. The catalyst class is: 16.